From a dataset of Full USPTO retrosynthesis dataset with 1.9M reactions from patents (1976-2016). Predict the reactants needed to synthesize the given product. Given the product [C:11]([C:7]1[CH:6]=[C:5]2[C:10]([C:2]([C:21]3[N:20]([C:18]([O:17][C:13]([CH3:16])([CH3:15])[CH3:14])=[O:19])[C:28]4[C:23]([CH:22]=3)=[CH:24][C:25]([CH2:29][OH:30])=[CH:26][CH:27]=4)=[N:3][NH:4]2)=[CH:9][CH:8]=1)#[N:12], predict the reactants needed to synthesize it. The reactants are: I[C:2]1[C:10]2[C:5](=[CH:6][C:7]([C:11]#[N:12])=[CH:8][CH:9]=2)[NH:4][N:3]=1.[C:13]([O:17][C:18]([N:20]1[C:28]2[C:23](=[CH:24][C:25]([CH2:29][O:30][Si](C(C)(C)C)(C)C)=[CH:26][CH:27]=2)[CH:22]=[C:21]1B(O)O)=[O:19])([CH3:16])([CH3:15])[CH3:14].[Cl-].[Li+].C(=O)([O-])[O-].[Na+].[Na+].F.F.F.C(N(CC)CC)C.